From a dataset of Full USPTO retrosynthesis dataset with 1.9M reactions from patents (1976-2016). Predict the reactants needed to synthesize the given product. (1) Given the product [CH3:60][C:57]1[CH:56]=[CH:55][C:54]([C:44]2[N:43]=[C:42]([C:61]([NH:26][N:25]3[CH2:22][CH2:23][CH2:24][CH2:19][CH2:20]3)=[O:62])[C:41]([C:39]([O:38][C:34]([CH3:35])([CH3:37])[CH3:36])=[O:40])=[N:46][C:45]=2[C:47]2[CH:48]=[CH:49][C:50]([CH3:53])=[CH:51][CH:52]=2)=[CH:59][CH:58]=1, predict the reactants needed to synthesize it. The reactants are: C1CN([P+](ON2[N:26]=[N:25][C:20]3C=[CH:22][CH:23]=[CH:24][C:19]2=3)(N2CCCC2)N2CCCC2)CC1.F[P-](F)(F)(F)(F)F.[C:34]([O:38][C:39]([C:41]1[C:42]([C:61](O)=[O:62])=[N:43][C:44]([C:54]2[CH:59]=[CH:58][C:57]([CH3:60])=[CH:56][CH:55]=2)=[C:45]([C:47]2[CH:52]=[CH:51][C:50]([CH3:53])=[CH:49][CH:48]=2)[N:46]=1)=[O:40])([CH3:37])([CH3:36])[CH3:35].[Cl-].N1([NH3+])CCCCC1. (2) Given the product [CH3:13][O:14][C:15]1[CH:41]=[CH:40][C:18]2[N:19]=[C:20]([NH:22][C:23]3[CH:28]=[C:27]([CH2:29][C:30]4[CH:35]=[CH:34][CH:33]=[CH:32][CH:31]=4)[N:26]=[C:25]([NH:1][C:2]4[CH:3]=[CH:4][C:5]([CH2:8][CH2:9][C:10]([OH:12])=[O:11])=[CH:6][CH:7]=4)[N:24]=3)[S:21][C:17]=2[CH:16]=1, predict the reactants needed to synthesize it. The reactants are: [NH2:1][C:2]1[CH:7]=[CH:6][C:5]([CH2:8][CH2:9][C:10]([OH:12])=[O:11])=[CH:4][CH:3]=1.[CH3:13][O:14][C:15]1[CH:41]=[CH:40][C:18]2[N:19]=[C:20]([NH:22][C:23]3[CH:28]=[C:27]([CH2:29][C:30]4[CH:35]=[CH:34][CH:33]=[CH:32][CH:31]=4)[N:26]=[C:25](S(C)(=O)=O)[N:24]=3)[S:21][C:17]=2[CH:16]=1. (3) Given the product [C:20]([OH:39])(=[O:19])[CH3:25].[C:14]([OH:19])(=[O:39])[CH3:13].[NH2:40][C:2]1[C:3]2[C:10]([C:11]3[CH:12]=[CH:13][C:14]([O:19][C:20]4[CH:25]=[CH:24][CH:23]=[CH:22][CH:21]=4)=[C:15]([CH:18]=3)[C:16]#[N:17])=[CH:9][N:8]([CH:26]3[CH2:31][CH2:30][CH:29]([N:32]4[CH2:37][CH2:36][N:35]([CH3:38])[CH2:34][CH2:33]4)[CH2:28][CH2:27]3)[C:4]=2[N:5]=[CH:6][N:7]=1, predict the reactants needed to synthesize it. The reactants are: Cl[C:2]1[C:3]2[C:10]([C:11]3[CH:12]=[CH:13][C:14]([O:19][C:20]4[CH:25]=[CH:24][CH:23]=[CH:22][CH:21]=4)=[C:15]([CH:18]=3)[C:16]#[N:17])=[CH:9][N:8]([C@H:26]3[CH2:31][CH2:30][C@H:29]([N:32]4[CH2:37][CH2:36][N:35]([CH3:38])[CH2:34][CH2:33]4)[CH2:28][CH2:27]3)[C:4]=2[N:5]=[CH:6][N:7]=1.[OH-:39].[NH4+:40]. (4) Given the product [OH:1][C:2]1[C:3]([O:21][CH3:22])=[CH:4][C:5]2[C:18](=[O:19])[N:10]3[C:11]4[C:16]([CH2:17][CH:9]3[CH2:8][N:7]([C:23]([O:25][C:26]([CH3:29])([CH3:28])[CH3:27])=[O:24])[C:6]=2[CH:20]=1)=[CH:15][CH:14]=[CH:13][CH:12]=4, predict the reactants needed to synthesize it. The reactants are: [OH:1][C:2]1[C:3]([O:21][CH3:22])=[CH:4][C:5]2[C:18](=[O:19])[N:10]3[C:11]4[C:16]([CH2:17][CH:9]3[CH2:8][NH:7][C:6]=2[CH:20]=1)=[CH:15][CH:14]=[CH:13][CH:12]=4.[C:23](O[C:23]([O:25][C:26]([CH3:29])([CH3:28])[CH3:27])=[O:24])([O:25][C:26]([CH3:29])([CH3:28])[CH3:27])=[O:24].C(N(CC)CC)C. (5) Given the product [C:1]([C:3]1[CH:8]=[CH:7][C:6]([N:9]([CH2:14][CH3:15])[CH2:10][C:11]([NH:24][CH2:23][CH:20]2[CH2:22][CH2:21]2)=[O:13])=[CH:5][C:4]=1[C:16]([F:19])([F:18])[F:17])#[N:2], predict the reactants needed to synthesize it. The reactants are: [C:1]([C:3]1[CH:8]=[CH:7][C:6]([N:9]([CH2:14][CH3:15])[CH2:10][C:11]([OH:13])=O)=[CH:5][C:4]=1[C:16]([F:19])([F:18])[F:17])#[N:2].[CH:20]1([CH2:23][NH2:24])[CH2:22][CH2:21]1. (6) Given the product [CH3:11][O:10][C:8]1[CH:9]=[C:2]2[C:3]([CH:4]=[C:21]([C:20]#[N:23])[CH2:22][O:1]2)=[CH:6][CH:7]=1, predict the reactants needed to synthesize it. The reactants are: [OH:1][C:2]1[CH:9]=[C:8]([O:10][CH3:11])[CH:7]=[CH:6][C:3]=1[CH:4]=O.N12CCN(CC1)CC2.[C:20](#[N:23])[CH:21]=[CH2:22]. (7) The reactants are: [CH2:1]([C:3]1[N:8]=[C:7]([NH2:9])[N:6]=[C:5]([NH2:10])[C:4]=1I)[CH3:2].[NH:12]1[C:20]2[C:15](=[CH:16][C:17](B(O)O)=[CH:18][CH:19]=2)[CH:14]=[CH:13]1.C([O-])([O-])=O.[Na+].[Na+]. Given the product [CH2:1]([C:3]1[N:8]=[C:7]([NH2:9])[N:6]=[C:5]([NH2:10])[C:4]=1[C:17]1[CH:16]=[C:15]2[C:20](=[CH:19][CH:18]=1)[NH:12][CH:13]=[CH:14]2)[CH3:2], predict the reactants needed to synthesize it. (8) Given the product [C:16]([O:15][C:13]([NH:1][CH2:2][C:3]([OH:5])=[O:4])=[O:14])([CH3:19])([CH3:18])[CH3:17], predict the reactants needed to synthesize it. The reactants are: [NH2:1][CH2:2][C:3]([OH:5])=[O:4].C(N(CC)CC)C.[C:13](O[C:13]([O:15][C:16]([CH3:19])([CH3:18])[CH3:17])=[O:14])([O:15][C:16]([CH3:19])([CH3:18])[CH3:17])=[O:14]. (9) Given the product [C:10]([N:9]1[C:13]2[CH:18]=[CH:17][CH:16]=[CH:15][C:14]=2[CH:19]=[CH:20][C:2]2[N:3]=[C:4]([Cl:22])[C:5]([F:21])=[CH:6][C:7]=2[CH2:8]1)(=[O:12])[CH3:11], predict the reactants needed to synthesize it. The reactants are: Cl[C:2]1[C:7]([CH2:8][N:9]([C:13]2[CH:18]=[CH:17][CH:16]=[CH:15][C:14]=2[CH:19]=[CH2:20])[C:10](=[O:12])[CH3:11])=[CH:6][C:5]([F:21])=[C:4]([Cl:22])[N:3]=1.CCN(CC)CC.O.